This data is from Experimentally validated miRNA-target interactions with 360,000+ pairs, plus equal number of negative samples. The task is: Binary Classification. Given a miRNA mature sequence and a target amino acid sequence, predict their likelihood of interaction. (1) The miRNA is hsa-miR-1208 with sequence UCACUGUUCAGACAGGCGGA. The protein sequence of the target gene is MASPRELTQNPLKKIWMPYSNGRPALHASQRGVCMTNCPTLIVMVGLPARGKTYISKKLTRYLNWIGVPTREFNVGQYRRDIVKTYKSFEFFLPDNEEGLKIRKQCALAALSDVRKFLSEEGGHVAVFDATNTTRERRAMIFNFGEQNGYKTFFVESICVDPEVVAANIVQVKLGSPDYVNRDSDEATEDFMRRIECYENSYESLDEDLDRDLSYIKIMDVGQSYVVNRVADHIQSRIVYYLMNIHVTPRSIYLCRHGESELNLKGRIGGDPGLSPRGREFSKHLAQFISDQNIKDLKVW.... Result: 0 (no interaction). (2) The miRNA is mmu-miR-7068-3p with sequence UCACCCUGGACUGACUCUCAG. Result: 0 (no interaction). The protein sequence of the target gene is MAQPPRLSRSGASSLWDPASPAPTSGPRPRLWEGQDVLARWTDGLLYLGTIKKVDSAREVCLVQFEDDSQFLVLWKDISPAALPGEELLCCVCRSETVVPGNRLVSCEKCRHAYHQDCHVPRAPAPGEGEGTSWVCRQCVFAIATKRGGALKKGPYARAMLGMKLSLPYGLKGLDWDAGHLSNRQQSYCYCGGPGEWNLKMLQCRSCLQWFHEACTQCLSKPLLYGDRFYEFECCVCRGGPEKVRRLQLRWVDVAHLVLYHLSVCCKKKYFDFDREILPFTSENWDSLLLGELSDTPKGE.... (3) The miRNA is cel-miR-1019-5p with sequence GUGAGCAUUGUUCGAGUUUCAUUUU. The protein sequence of the target gene is MFSLPRGFEPPAPEDLGRQSSAELRERLRRQERLLRNEKFICKLPDKGKKISDTVAKLKAAISEREEVRGRSELFHPVSVDCKLRQKATTRADTDVDKAQSSDLMLDTSSLDPDCSSIDIKSSKSTSETQGPTHLTHRGNEETLEAGYTVNSSPAAHIRARAPSSEVKEHLPQHSVSSQEEEISSSIDSLFITKLQKITIADQSEPSEENTSTENFPELQSETPKKPHYMKVLEMRARNPVPPPHKFKTNVLPTQQSDSPSHCQRGQSPASSEEQRRRARQHLDDITAARLLPLHHLPAQ.... Result: 0 (no interaction). (4) The miRNA is hsa-miR-4756-3p with sequence CCAGAGAUGGUUGCCUUCCUAU. The protein sequence of the target gene is MAHYKAADSKREQFRRYLEKSGVLDTLTKVLVALYEEPEKPTSALDFLKHHLGAATPENPEIELLRLELAEMKEKYEATVEENKKLKAKLVQYEPPQEEKRAE. Result: 0 (no interaction).